This data is from Forward reaction prediction with 1.9M reactions from USPTO patents (1976-2016). The task is: Predict the product of the given reaction. (1) The product is: [C:1]([O:5][C:6]([N:8]1[CH2:13][CH2:12][CH:11]([N:14]([CH:24]2[CH2:26][CH2:25]2)[C:15](=[O:23])[C:16]2[CH:21]=[CH:20][C:19]([C:31]3[CH:32]=[N:28][NH:29][CH:30]=3)=[CH:18][CH:17]=2)[CH2:10][CH2:9]1)=[O:7])([CH3:4])([CH3:3])[CH3:2]. Given the reactants [C:1]([O:5][C:6]([N:8]1[CH2:13][CH2:12][CH:11]([N:14]([CH:24]2[CH2:26][CH2:25]2)[C:15](=[O:23])[C:16]2[CH:21]=[CH:20][C:19](I)=[CH:18][CH:17]=2)[CH2:10][CH2:9]1)=[O:7])([CH3:4])([CH3:3])[CH3:2].C[N:28]1[CH:32]=[C:31](B2OC(C)(C)C(C)(C)O2)[CH:30]=[N:29]1, predict the reaction product. (2) The product is: [NH2:31][C@H:8]([C:9]([OH:10])=[O:11])[CH2:2][CH2:3][C:18](=[O:38])[NH2:15]. Given the reactants O[C@H:2]([CH2:8][C:9](=[O:11])[O-:10])[CH2:3][N+](C)(C)C.OCC[N+:15]([CH3:18])(C)C.C1(O)C(O)C(O)C(O)C(O)C1O.[NH2:31]CCS(O)(=O)=O.[OH2:38], predict the reaction product. (3) Given the reactants Cl[C:2]1[N:11]=[C:10]([NH:12][CH2:13][C:14]2([C:20]3[CH:25]=[CH:24][CH:23]=[CH:22][CH:21]=3)[CH2:19][CH2:18][CH2:17][CH2:16][CH2:15]2)[C:9]2[C:4](=[CH:5][CH:6]=[CH:7][CH:8]=2)[N:3]=1, predict the reaction product. The product is: [C:20]1([C:14]2([CH2:13][NH:12][C:10]3[C:9]4[C:4](=[CH:5][CH:6]=[CH:7][CH:8]=4)[N:3]=[CH:2][N:11]=3)[CH2:19][CH2:18][CH2:17][CH2:16][CH2:15]2)[CH:25]=[CH:24][CH:23]=[CH:22][CH:21]=1. (4) Given the reactants [NH:1]1[CH:5]=[C:4]([C:6]([O:8][CH2:9][CH3:10])=[O:7])[CH:3]=[N:2]1.Cl[CH2:12][C:13]1[CH:18]=[CH:17][C:16]([CH2:19][OH:20])=[CH:15][CH:14]=1.C(=O)([O-])[O-].[K+].[K+].O, predict the reaction product. The product is: [OH:20][CH2:19][C:16]1[CH:17]=[CH:18][C:13]([CH2:12][N:1]2[CH:5]=[C:4]([C:6]([O:8][CH2:9][CH3:10])=[O:7])[CH:3]=[N:2]2)=[CH:14][CH:15]=1. (5) Given the reactants [Si:1]([O:18][CH2:19][C:20]1[CH:21]=[C:22]([OH:36])[C:23](=[O:35])[N:24]([CH2:26][C:27]2[CH:32]=[CH:31][C:30]([O:33][CH3:34])=[CH:29][CH:28]=2)[N:25]=1)([C:14]([CH3:17])([CH3:16])[CH3:15])([C:8]1[CH:13]=[CH:12][CH:11]=[CH:10][CH:9]=1)[C:2]1[CH:7]=[CH:6][CH:5]=[CH:4][CH:3]=1.Br[C:38]([F:45])([F:44])C(OCC)=O.C(=O)([O-])[O-].[K+].[K+], predict the reaction product. The product is: [Si:1]([O:18][CH2:19][C:20]1[CH:21]=[C:22]([O:36][CH:38]([F:45])[F:44])[C:23](=[O:35])[N:24]([CH2:26][C:27]2[CH:28]=[CH:29][C:30]([O:33][CH3:34])=[CH:31][CH:32]=2)[N:25]=1)([C:14]([CH3:15])([CH3:16])[CH3:17])([C:2]1[CH:7]=[CH:6][CH:5]=[CH:4][CH:3]=1)[C:8]1[CH:9]=[CH:10][CH:11]=[CH:12][CH:13]=1.